From a dataset of Forward reaction prediction with 1.9M reactions from USPTO patents (1976-2016). Predict the product of the given reaction. (1) Given the reactants [Cl-].[F:2][C:3]1[CH:28]=[CH:27][C:6]([CH2:7][P+](C2C=CC=CC=2)(C2C=CC=CC=2)C2C=CC=CC=2)=[CH:5][CH:4]=1.[Li]CCCC.[Br:34][C:35]1[S:39][C:38]([CH:40]=O)=[CH:37][CH:36]=1.O, predict the reaction product. The product is: [F:2][C:3]1[CH:4]=[CH:5][C:6](/[CH:7]=[CH:40]\[C:38]2[S:39][C:35]([Br:34])=[CH:36][CH:37]=2)=[CH:27][CH:28]=1. (2) The product is: [CH3:1][O:2][C:3]([C:5]1([N:15]([CH2:31][CH3:32])[C:16]([O:18][CH2:19][CH:20]([CH3:22])[CH3:21])=[O:17])[CH2:14][CH2:13][C:12]2[C:7](=[CH:8][CH:9]=[CH:10][CH:11]=2)[CH2:6]1)=[O:4]. Given the reactants [CH3:1][O:2][C:3]([C:5]1([NH:15][C:16]([O:18][CH2:19][CH:20]([CH3:22])[CH3:21])=[O:17])[CH2:14][CH2:13][C:12]2[C:7](=[CH:8][CH:9]=[CH:10][CH:11]=2)[CH2:6]1)=[O:4].CN(C)C=O.[H-].[Na+].I[CH2:31][CH3:32], predict the reaction product. (3) Given the reactants C([N:8]1[CH2:13][CH2:12][N:11]([CH2:14][C:15]2[N:24]=[C:23]([NH:25][CH2:26][CH2:27][CH2:28][N:29]([CH3:31])[CH3:30])[C:22]3[C:17](=[CH:18][CH:19]=[CH:20][CH:21]=3)[N:16]=2)[C@@H:10]([CH2:32][CH:33]([CH3:35])[CH3:34])[CH2:9]1)C1C=CC=CC=1.[Cl:36][C:37]1[CH:42]=[CH:41][C:40]([CH:43](Cl)[C:44]2[CH:49]=[CH:48][C:47]([Cl:50])=[CH:46][CH:45]=2)=[CH:39][CH:38]=1.C(=O)([O-])[O-].[K+].[K+].[I-].[K+], predict the reaction product. The product is: [Cl:36][C:37]1[CH:42]=[CH:41][C:40]([CH:43]([C:44]2[CH:49]=[CH:48][C:47]([Cl:50])=[CH:46][CH:45]=2)[N:8]2[CH2:13][CH2:12][N:11]([CH2:14][C:15]3[N:24]=[C:23]([NH:25][CH2:26][CH2:27][CH2:28][N:29]([CH3:30])[CH3:31])[C:22]4[C:17](=[CH:18][CH:19]=[CH:20][CH:21]=4)[N:16]=3)[C@@H:10]([CH2:32][CH:33]([CH3:35])[CH3:34])[CH2:9]2)=[CH:39][CH:38]=1. (4) Given the reactants [Cl:1][C:2]1[C:3]([O:12][C:13]2[CH:18]=[C:17]([O:19][CH2:20][CH2:21][CH3:22])[CH:16]=[CH:15][C:14]=2[CH2:23][CH2:24][CH2:25][OH:26])=[N:4][CH:5]=[C:6]([C:8]([F:11])([F:10])[F:9])[CH:7]=1.[CH2:27]([N:34]1[CH:38]=[C:37]([CH2:39][C:40]([O:42]C)=[O:41])[C:36](O)=[N:35]1)[C:28]1[CH:33]=[CH:32][CH:31]=[CH:30][CH:29]=1.C(P(CCCC)CCCC)CCC.N(C(N1CCCCC1)=O)=NC(N1CCCCC1)=O.O1CCCC1CO.[OH-].[Na+].Cl, predict the reaction product. The product is: [Cl:1][C:2]1[C:3]([O:12][C:13]2[CH:18]=[C:17]([O:19][CH2:20][CH2:21][CH3:22])[CH:16]=[CH:15][C:14]=2[CH2:23][CH2:24][CH2:25][O:26][C:36]2[C:37]([CH2:39][C:40]([OH:42])=[O:41])=[CH:38][N:34]([CH2:27][C:28]3[CH:33]=[CH:32][CH:31]=[CH:30][CH:29]=3)[N:35]=2)=[N:4][CH:5]=[C:6]([C:8]([F:11])([F:10])[F:9])[CH:7]=1. (5) Given the reactants [NH:1]1[C:9]2[C:4](=[CH:5][C:6]([NH:10][C:11]3[CH:20]=[CH:19][C:18]([Cl:21])=[CH:17][C:12]=3[C:13]([O:15][CH3:16])=[O:14])=[CH:7][CH:8]=2)[CH:3]=[CH:2]1.I[C:23]1[N:24]=[N:25][C:26]([CH3:29])=[CH:27][CH:28]=1.P([O-])([O-])([O-])=O.[K+].[K+].[K+].CN[C@@H]1CCCC[C@H]1NC, predict the reaction product. The product is: [Cl:21][C:18]1[CH:19]=[CH:20][C:11]([NH:10][C:6]2[CH:5]=[C:4]3[C:9](=[CH:8][CH:7]=2)[N:1]([C:23]2[N:24]=[N:25][C:26]([CH3:29])=[CH:27][CH:28]=2)[CH:2]=[CH:3]3)=[C:12]([CH:17]=1)[C:13]([O:15][CH3:16])=[O:14]. (6) Given the reactants [Cl:1][C:2]1[C:18]([Cl:19])=[CH:17][CH:16]=[CH:15][C:3]=1[CH2:4][C:5]1[C:6]([C:11]([F:14])([F:13])[F:12])=[N:7][NH:8][C:9]=1[NH2:10].O=[C:21]([C:28]1[CH:33]=[CH:32][N:31]=[CH:30][CH:29]=1)[CH2:22][C:23](OCC)=[O:24].C(=O)(O)[O-].[Na+], predict the reaction product. The product is: [Cl:1][C:2]1[C:18]([Cl:19])=[CH:17][CH:16]=[CH:15][C:3]=1[CH2:4][C:5]1[C:6]([C:11]([F:13])([F:14])[F:12])=[N:7][N:8]2[C:23]([OH:24])=[CH:22][C:21]([C:28]3[CH:33]=[CH:32][N:31]=[CH:30][CH:29]=3)=[N:10][C:9]=12.